This data is from Ames mutagenicity test results for genotoxicity prediction. The task is: Regression/Classification. Given a drug SMILES string, predict its toxicity properties. Task type varies by dataset: regression for continuous values (e.g., LD50, hERG inhibition percentage) or binary classification for toxic/non-toxic outcomes (e.g., AMES mutagenicity, cardiotoxicity, hepatotoxicity). Dataset: ames. (1) The compound is COc1cc(O)ccc1Nc1c2ccccc2nc2ccccc12. The result is 1 (mutagenic). (2) The molecule is COC1=CC(=O)CC(C)C12Oc1c(Cl)c(OC)cc(OC)c1C2=O. The result is 0 (non-mutagenic). (3) The compound is C=CC1(C)CCC2(C)C(C1)C(=O)CC1C3(C)CCCC12OC3=O. The result is 0 (non-mutagenic).